Dataset: Reaction yield outcomes from USPTO patents with 853,638 reactions. Task: Predict the reaction yield, written as a fraction of the theoretical maximum amount of product (1.0 means a 100% yield; for example, 0.34 means a 34% yield). (1) The reactants are [NH:1]1[CH2:6][CH2:5][CH:4]([CH2:7][CH2:8][C:9]([C:11]2[CH:12]=[C:13]3[C:18]4=[C:19]([CH2:21][CH2:22][N:17]4[C:16](=[O:23])[CH2:15][CH2:14]3)[CH:20]=2)=[O:10])[CH2:3][CH2:2]1.C(#N)C.C(=O)([O-])[O-].[K+].[K+].[F:33][C:34]1[CH:35]=[C:36]([CH:39]=[CH:40][CH:41]=1)[CH2:37]Cl. The catalyst is O. The product is [F:33][C:34]1[CH:35]=[C:36]([CH2:37][N:1]2[CH2:2][CH2:3][CH:4]([CH2:7][CH2:8][C:9]([C:11]3[CH:12]=[C:13]4[C:18]5=[C:19]([CH2:21][CH2:22][N:17]5[C:16](=[O:23])[CH2:15][CH2:14]4)[CH:20]=3)=[O:10])[CH2:5][CH2:6]2)[CH:39]=[CH:40][CH:41]=1. The yield is 0.950. (2) The reactants are [F:1][C:2]1[CH:7]=[C:6]([F:8])[CH:5]=[CH:4][C:3]=1[S:9]([NH:12][C:13]1[C:14]([O:29][CH3:30])=[N:15][CH:16]=[C:17]([C:19]2[CH:20]=[CH:21][C:22]3[N:23]([C:25](I)=[CH:26][N:27]=3)[CH:24]=2)[CH:18]=1)(=[O:11])=[O:10].CCN(CC)CC.[CH3:38][CH:39]([OH:42])[C:40]#[CH:41]. The catalyst is CN(C=O)C.Cl[Pd](Cl)([P](C1C=CC=CC=1)(C1C=CC=CC=1)C1C=CC=CC=1)[P](C1C=CC=CC=1)(C1C=CC=CC=1)C1C=CC=CC=1.[Cu]I. The product is [F:1][C:2]1[CH:7]=[C:6]([F:8])[CH:5]=[CH:4][C:3]=1[S:9]([NH:12][C:13]1[C:14]([O:29][CH3:30])=[N:15][CH:16]=[C:17]([C:19]2[CH:20]=[CH:21][C:22]3[N:23]([C:25]([C:41]#[C:40][CH:39]([OH:42])[CH3:38])=[CH:26][N:27]=3)[CH:24]=2)[CH:18]=1)(=[O:11])=[O:10]. The yield is 0.401. (3) The reactants are [Br:1][C:2]1[CH:3]=[C:4]([CH:17]([O:19][Si:20]([C:23]([CH3:26])([CH3:25])[CH3:24])([CH3:22])[CH3:21])[CH3:18])[CH:5]=[C:6](B2OC(C)(C)C(C)(C)O2)[CH:7]=1.[NH:27]1[C:31]2=[N:32][CH:33]=[CH:34][CH:35]=[C:30]2[C:29]([C:36]([O:38][CH3:39])=[O:37])=[N:28]1. No catalyst specified. The product is [Br:1][C:2]1[CH:7]=[C:6]([N:27]2[C:31]3=[N:32][CH:33]=[CH:34][CH:35]=[C:30]3[C:29]([C:36]([O:38][CH3:39])=[O:37])=[N:28]2)[CH:5]=[C:4]([CH:17]([O:19][Si:20]([C:23]([CH3:24])([CH3:25])[CH3:26])([CH3:21])[CH3:22])[CH3:18])[CH:3]=1. The yield is 0.360. (4) The reactants are N12CCCN=C1CCCCC2.CO[C:14](=[O:30])[C:15]1[C:16](=[C:21]([CH2:25][NH:26][C:27](=[O:29])[CH3:28])[CH:22]=[CH:23][CH:24]=1)[C:17]([O:19]C)=O.Cl.[NH2:32][CH:33]1[CH2:39][CH2:38][C:37](=[O:40])[NH:36][C:34]1=[O:35]. The catalyst is CN(C=O)C. The product is [O:35]=[C:34]1[CH:33]([N:32]2[C:17](=[O:19])[C:16]3[C:15](=[CH:24][CH:23]=[CH:22][C:21]=3[CH2:25][NH:26][C:27](=[O:29])[CH3:28])[C:14]2=[O:30])[CH2:39][CH2:38][C:37](=[O:40])[NH:36]1. The yield is 0.220. (5) The reactants are [F:1][C:2]1[C:7]([C:8]2[C:15]([N+:16]([O-])=O)=[CH:14][C:11]([C:12]#[N:13])=[CH:10][C:9]=2[N+:19]([O-])=O)=[CH:6][C:5]([CH3:22])=[CH:4][N:3]=1.O. The catalyst is CC(O)=O.[Fe]. The product is [NH2:19][C:9]1[CH:10]=[C:11]([CH:14]=[C:15]([NH2:16])[C:8]=1[C:7]1[C:2]([F:1])=[N:3][CH:4]=[C:5]([CH3:22])[CH:6]=1)[C:12]#[N:13]. The yield is 0.660. (6) The reactants are ClC1N=CC2C=NNC=2C=1.O1C=CCCC1.[Cl:17][C:18]1[N:23]=[CH:22][C:21]2[CH:24]=[N:25][N:26]([CH:27]3[CH2:32][CH2:31][CH2:30][CH2:29][O:28]3)[C:20]=2[CH:19]=1. The catalyst is O1CCOCC1.S(O)(C1C=CC(C)=CC=1)(=O)=O. The product is [Cl:17][C:18]1[N:23]=[CH:22][C:21]2=[CH:20][N:26]([CH:27]3[CH2:32][CH2:31][CH2:30][CH2:29][O:28]3)[N:25]=[C:24]2[CH:19]=1. The yield is 0.760.